Predict the reaction yield, written as a fraction of the theoretical maximum amount of product (1.0 means a 100% yield; for example, 0.34 means a 34% yield). From a dataset of Reaction yield outcomes from USPTO patents with 853,638 reactions. (1) The reactants are [Br:1][C:2]1[C:3](Cl)=[N:4][C:5]([Cl:8])=[N:6][CH:7]=1.[CH:10]1([NH2:15])[CH2:14][CH2:13][CH2:12][CH2:11]1. The yield is 1.00. The catalyst is O1CCOCC1.C(OCC)(=O)C. The product is [Br:1][C:2]1[C:3]([NH:15][CH:10]2[CH2:14][CH2:13][CH2:12][CH2:11]2)=[N:4][C:5]([Cl:8])=[N:6][CH:7]=1. (2) The reactants are [NH3:1].[C:2]([O:5][C@H:6]1[CH2:11][CH2:10][C@H:9]([C:12]2[N:16]3[CH:17]=[CH:18][N:19]=[C:20](Cl)[C:15]3=[C:14]([Br:22])[N:13]=2)[CH2:8][CH2:7]1)(=[O:4])[CH3:3]. The catalyst is CC(O)C. The product is [C:2]([O:5][C@H:6]1[CH2:11][CH2:10][C@H:9]([C:12]2[N:16]3[CH:17]=[CH:18][N:19]=[C:20]([NH2:1])[C:15]3=[C:14]([Br:22])[N:13]=2)[CH2:8][CH2:7]1)(=[O:4])[CH3:3]. The yield is 0.970.